Dataset: Reaction yield outcomes from USPTO patents with 853,638 reactions. Task: Predict the reaction yield, written as a fraction of the theoretical maximum amount of product (1.0 means a 100% yield; for example, 0.34 means a 34% yield). (1) The reactants are [NH:1]1[CH:5]([C:6]([OH:8])=[O:7])[CH2:4][CH:3]=[N:2]1.CCN(C(C)C)C(C)C.[CH:18]1([CH2:23][C@@H:24]([C:33](F)=[O:34])[CH2:25][C:26]([O:28][C:29]([CH3:32])([CH3:31])[CH3:30])=[O:27])[CH2:22][CH2:21][CH2:20][CH2:19]1.C(O)(=O)C.[Cl-].[NH4+]. The catalyst is ClCCl. The product is [CH:18]1([CH2:23][C@H:24]([CH2:25][C:26]([O:28][C:29]([CH3:32])([CH3:31])[CH3:30])=[O:27])[C:33]([N:1]2[CH:5]([C:6]([OH:8])=[O:7])[CH2:4][CH:3]=[N:2]2)=[O:34])[CH2:19][CH2:20][CH2:21][CH2:22]1. The yield is 0.570. (2) The reactants are Br[C:2]1[N:7]=[C:6]([C:8]([OH:10])=[O:9])[CH:5]=[CH:4][CH:3]=1.[F:11][C:12]1[CH:17]=[CH:16][C:15]([O:18][CH3:19])=[CH:14][C:13]=1B(O)O. The catalyst is C1C=CC(P(C2C=CC=CC=2)[C-]2C=CC=C2)=CC=1.C1C=CC(P(C2C=CC=CC=2)[C-]2C=CC=C2)=CC=1.Cl[Pd]Cl.[Fe+2].C(Cl)Cl. The product is [F:11][C:12]1[CH:17]=[CH:16][C:15]([O:18][CH3:19])=[CH:14][C:13]=1[C:2]1[N:7]=[C:6]([C:8]([OH:10])=[O:9])[CH:5]=[CH:4][CH:3]=1. The yield is 0.950. (3) The reactants are C(OP([CH2:9][C:10]1[N:11]=[C:12]([C:15]2[CH:24]=[CH:23][CH:22]=[CH:21][C:16]=2[C:17]([O:19][CH3:20])=[O:18])[S:13][CH:14]=1)(OCC)=O)C.[H-].[Na+].[CH3:27][O:28][CH2:29][O:30][C:31]1[C:35]([CH:36]=O)=[CH:34][N:33]([C:38]2[CH:43]=[CH:42][CH:41]=[CH:40][CH:39]=2)[N:32]=1.O. The catalyst is O1CCCC1. The product is [CH3:27][O:28][CH2:29][O:30][C:31]1[C:35](/[CH:36]=[CH:9]/[C:10]2[N:11]=[C:12]([C:15]3[CH:24]=[CH:23][CH:22]=[CH:21][C:16]=3[C:17]([O:19][CH3:20])=[O:18])[S:13][CH:14]=2)=[CH:34][N:33]([C:38]2[CH:43]=[CH:42][CH:41]=[CH:40][CH:39]=2)[N:32]=1. The yield is 0.200. (4) The reactants are Br[C:2]1[CH:25]=[CH:24][C:5]2[N:6]([C:20]([CH3:23])([CH3:22])[CH3:21])[C:7]([C:9]3[CH:14]=[CH:13][CH:12]=[CH:11][C:10]=3[C:15]3[N:19]=[CH:18][NH:17][N:16]=3)=[N:8][C:4]=2[CH:3]=1.[NH2:26][C:27]1[N:32]=[CH:31][C:30](B2OC(C)(C)C(C)(C)O2)=[CH:29][N:28]=1.C([O-])([O-])=O.[Na+].[Na+]. The catalyst is CN(C=O)C.CCOC(C)=O.CC(P(C(C)(C)C)C1C=CC(N(C)C)=CC=1)(C)C.CC(P(C(C)(C)C)C1C=CC(N(C)C)=CC=1)(C)C.Cl[Pd]Cl. The product is [C:20]([N:6]1[C:5]2[CH:24]=[CH:25][C:2]([C:30]3[CH:29]=[N:28][C:27]([NH2:26])=[N:32][CH:31]=3)=[CH:3][C:4]=2[N:8]=[C:7]1[C:9]1[CH:14]=[CH:13][CH:12]=[CH:11][C:10]=1[C:15]1[N:19]=[CH:18][NH:17][N:16]=1)([CH3:21])([CH3:22])[CH3:23]. The yield is 0.340. (5) The reactants are [NH2:1][C:2]1[CH:12]=[CH:11][C:5]([C:6]([O:8][CH2:9][CH3:10])=[O:7])=[C:4]([S:13][CH3:14])[CH:3]=1.[I:15]Cl.CC(O)=O. The catalyst is C(O)(=O)C.CCOC(C)=O. The product is [NH2:1][C:2]1[C:12]([I:15])=[CH:11][C:5]([C:6]([O:8][CH2:9][CH3:10])=[O:7])=[C:4]([S:13][CH3:14])[CH:3]=1. The yield is 0.530. (6) The reactants are [CH:1]1([OH:5])[CH2:4][CH2:3][CH2:2]1.F[C:7]1[C:12]([I:13])=[CH:11][CH:10]=[CH:9][N:8]=1. No catalyst specified. The product is [CH:1]1([O:5][C:7]2[C:12]([I:13])=[CH:11][CH:10]=[CH:9][N:8]=2)[CH2:4][CH2:3][CH2:2]1. The yield is 0.660. (7) The reactants are [CH2:1]1[CH:6]2[CH2:7][C:8]3([NH2:11])[CH2:10][CH:4]([CH2:5]2)[CH2:3][CH:2]1[CH2:9]3.[O:12]1[CH:16]=[CH:15][CH:14]=[C:13]1[C:17]1[CH:24]=[CH:23][C:20]([CH:21]=O)=[CH:19][N:18]=1. No catalyst specified. The product is [O:12]1[CH:16]=[CH:15][CH:14]=[C:13]1[C:17]1[N:18]=[CH:19][C:20]([CH2:21][NH:11][C:8]23[CH2:10][CH:4]4[CH2:5][CH:6]([CH2:1][CH:2]([CH2:3]4)[CH2:9]2)[CH2:7]3)=[CH:23][CH:24]=1. The yield is 0.800.